Predict which catalyst facilitates the given reaction. From a dataset of Catalyst prediction with 721,799 reactions and 888 catalyst types from USPTO. (1) Reactant: C([O:5][C:6](=[O:60])[C@@H:7]([NH:11][C:12]([C@@H:14]1[CH2:18][C@@H:17]([O:19][C:20]2[C:29]3[C:24](=[CH:25][C:26]([O:30][CH3:31])=[CH:27][CH:28]=3)[N:23]=[C:22]([C:32]3[CH:37]=[CH:36][CH:35]=[CH:34][CH:33]=3)[CH:21]=2)[CH2:16][C@H:15]1[C:38](=[O:59])[NH:39][C@H:40]([C:45](=[O:58])[NH:46][C@@H:47]([CH:52]1[CH2:57][CH2:56][CH2:55][CH2:54][CH2:53]1)[C:48](=[O:51])[NH:49][CH3:50])[C:41]([CH3:44])([CH3:43])[CH3:42])=[O:13])[CH2:8][CH2:9][CH3:10])(C)(C)C.C([SiH](CC)CC)C.C(O)(C(F)(F)F)=O. Product: [CH:52]1([C@H:47]([NH:46][C:45]([C@@H:40]([NH:39][C:38]([C@@H:15]2[CH2:16][C@H:17]([O:19][C:20]3[C:29]4[C:24](=[CH:25][C:26]([O:30][CH3:31])=[CH:27][CH:28]=4)[N:23]=[C:22]([C:32]4[CH:33]=[CH:34][CH:35]=[CH:36][CH:37]=4)[CH:21]=3)[CH2:18][C@H:14]2[C:12]([NH:11][C@@H:7]([CH2:8][CH2:9][CH3:10])[C:6]([OH:60])=[O:5])=[O:13])=[O:59])[C:41]([CH3:42])([CH3:43])[CH3:44])=[O:58])[C:48](=[O:51])[NH:49][CH3:50])[CH2:57][CH2:56][CH2:55][CH2:54][CH2:53]1. The catalyst class is: 2. (2) Reactant: [CH2:1]([NH2:4])[C:2]#[CH:3].C(N(CC)CC)C.[C:12](Cl)(=[O:19])[C:13]1[CH:18]=[CH:17][CH:16]=[CH:15][CH:14]=1. Product: [CH2:1]([NH:4][C:12](=[O:19])[C:13]1[CH:18]=[CH:17][CH:16]=[CH:15][CH:14]=1)[C:2]#[CH:3]. The catalyst class is: 4. (3) Reactant: [ClH:1].C(OC([NH:9][C@@:10]1([C:33]([O:35][CH2:36][C:37]2[CH:42]=[CH:41][CH:40]=[CH:39][C:38]=2[F:43])=[O:34])[CH2:15][C@@H:14]([S:16][C:17]2[NH:21][CH:20]=[N:19][N:18]=2)[C@@H:13]2[C@H:11]1[C@H:12]2[C:22]([O:24][CH2:25][C:26]1[CH:31]=[CH:30][CH:29]=[CH:28][C:27]=1[F:32])=[O:23])=O)(C)(C)C. Product: [ClH:1].[NH2:9][C@@:10]1([C:33]([O:35][CH2:36][C:37]2[CH:42]=[CH:41][CH:40]=[CH:39][C:38]=2[F:43])=[O:34])[CH2:15][C@@H:14]([S:16][C:17]2[NH:21][CH:20]=[N:19][N:18]=2)[C@@H:13]2[C@H:11]1[C@H:12]2[C:22]([O:24][CH2:25][C:26]1[CH:31]=[CH:30][CH:29]=[CH:28][C:27]=1[F:32])=[O:23]. The catalyst class is: 13. (4) Product: [F:1][C:2]1[CH:7]=[CH:6][C:5]([S:8]([N:11]2[C:15]([C:16]3[CH:21]=[CH:20][CH:19]=[CH:18][CH:17]=3)=[CH:14][C:13]([CH2:22][NH:32][CH3:31])=[CH:12]2)(=[O:10])=[O:9])=[CH:4][CH:3]=1. The catalyst class is: 7. Reactant: [F:1][C:2]1[CH:7]=[CH:6][C:5]([S:8]([N:11]2[C:15]([C:16]3[CH:21]=[CH:20][CH:19]=[CH:18][CH:17]=3)=[CH:14][C:13]([CH:22]=O)=[CH:12]2)(=[O:10])=[O:9])=[CH:4][CH:3]=1.C([CH2:31][NH2:32])C1C=CC=CC=1.C(O[BH-](OC(=O)C)OC(=O)C)(=O)C.[Na+].C(=O)([O-])O.[Na+]. (5) Reactant: [CH3:1][O:2][C:3]1[CH:16]=[CH:15][C:6]([C:7]([CH:9]2[CH2:14][CH2:13][O:12][CH2:11][CH2:10]2)=[O:8])=[CH:5][CH:4]=1.[BH4-].[Na+]. Product: [CH3:1][O:2][C:3]1[CH:4]=[CH:5][C:6]([CH:7]([CH:9]2[CH2:14][CH2:13][O:12][CH2:11][CH2:10]2)[OH:8])=[CH:15][CH:16]=1. The catalyst class is: 5. (6) Reactant: [OH:1][CH2:2][CH:3]1[CH2:8][CH2:7][CH2:6][N:5]([C:9]([O:11][C:12]([CH3:15])([CH3:14])[CH3:13])=[O:10])[CH2:4]1.[Cr](Cl)([O-])(=O)=O.[NH+]1C=CC=CC=1. Product: [CH:2]([CH:3]1[CH2:8][CH2:7][CH2:6][N:5]([C:9]([O:11][C:12]([CH3:15])([CH3:14])[CH3:13])=[O:10])[CH2:4]1)=[O:1]. The catalyst class is: 4.